This data is from TCR-epitope binding with 47,182 pairs between 192 epitopes and 23,139 TCRs. The task is: Binary Classification. Given a T-cell receptor sequence (or CDR3 region) and an epitope sequence, predict whether binding occurs between them. The epitope is RQLLFVVEV. The TCR CDR3 sequence is CASSLPSREKLFF. Result: 1 (the TCR binds to the epitope).